Task: Predict which catalyst facilitates the given reaction.. Dataset: Catalyst prediction with 721,799 reactions and 888 catalyst types from USPTO (1) Reactant: C(OC(=O)[NH:7][C:8]1[CH:13]=[CH:12][C:11]([S:14][C:15]2[CH:20]=[CH:19][C:18]([C:21](=[O:30])[NH:22][C:23]3[CH:28]=[CH:27][CH:26]=[C:25]([Br:29])[CH:24]=3)=[CH:17][C:16]=2[NH:31][C:32]2[C:33]3[CH:41]=[CH:40][CH:39]=[N:38][C:34]=3[N:35]=[CH:36][N:37]=2)=[CH:10][CH:9]=1)(C)(C)C.[F:43][C:44]([F:49])([F:48])[C:45]([OH:47])=[O:46]. Product: [NH2:7][C:8]1[CH:13]=[CH:12][C:11]([S:14][C:15]2[CH:20]=[CH:19][C:18]([C:21]([NH:22][C:23]3[CH:28]=[CH:27][CH:26]=[C:25]([Br:29])[CH:24]=3)=[O:30])=[CH:17][C:16]=2[NH:31][C:32]2[C:33]3[CH:41]=[CH:40][CH:39]=[N:38][C:34]=3[N:35]=[CH:36][N:37]=2)=[CH:10][CH:9]=1.[F:43][C:44]([F:49])([F:48])[C:45]([OH:47])=[O:46]. The catalyst class is: 2. (2) Reactant: [Cl:1][C:2]1[CH:9]=[CH:8][C:5]([C:6]#[N:7])=[C:4](F)[CH:3]=1.O[C:12]1[C:13]([O:20][CH3:21])=[C:14]([CH:17]=[CH:18][CH:19]=1)[CH:15]=[O:16].C(=O)([O-])[O-:23].[Cs+].[Cs+].O. Product: [Cl:1][C:2]1[CH:9]=[CH:8][C:5]([C:6]#[N:7])=[C:4]([O:23][C:18]2[CH:19]=[CH:12][C:13]([O:20][CH3:21])=[C:14]([CH:15]=[O:16])[CH:17]=2)[CH:3]=1. The catalyst class is: 3. (3) The catalyst class is: 4. Product: [CH3:1][O:2][C:3]([C:5]1[N:6]=[CH:7][O:8][C:9]=1[C:10]1[CH:15]=[CH:14][C:13]([N:17]2[CH2:22][CH2:21][CH2:20][CH2:19][CH2:18]2)=[N:12][CH:11]=1)=[O:4]. Reactant: [CH3:1][O:2][C:3]([C:5]1[N:6]=[CH:7][O:8][C:9]=1[C:10]1[CH:11]=[N:12][C:13](Cl)=[CH:14][CH:15]=1)=[O:4].[NH:17]1[CH2:22][CH2:21][CH2:20][CH2:19][CH2:18]1.